This data is from Orexin1 receptor HTS with 218,158 compounds and 233 confirmed actives. The task is: Binary Classification. Given a drug SMILES string, predict its activity (active/inactive) in a high-throughput screening assay against a specified biological target. (1) The drug is O=C1N(CCC1)c1ccc(C(=O)N(c2c(n(CCC)c(=O)[nH]c2=O)N)CCOC)cc1. The result is 0 (inactive). (2) The drug is Brc1ccc(c2nnc(SCC(=O)Nc3noc(c3)C)cc2)cc1. The result is 0 (inactive).